Task: Predict the reactants needed to synthesize the given product.. Dataset: Full USPTO retrosynthesis dataset with 1.9M reactions from patents (1976-2016) (1) Given the product [Cl:39][C:36]1[CH:35]=[CH:34][C:33]([CH2:32][CH:16]2[C:17](=[O:31])[C:18]([CH2:21][O:22][CH2:23][O:24][CH3:25])([CH2:26][O:27][CH2:28][O:29][CH3:30])[CH2:19][CH2:20]2)=[CH:38][CH:37]=1, predict the reactants needed to synthesize it. The reactants are: C(N(CC)CC)C.C(O)(=O)C.COC([C:16]1([CH2:32][C:33]2[CH:38]=[CH:37][C:36]([Cl:39])=[CH:35][CH:34]=2)[CH2:20][CH2:19][C:18]([CH2:26][O:27][CH2:28][O:29][CH3:30])([CH2:21][O:22][CH2:23][O:24][CH3:25])[C:17]1=[O:31])=O.O.C(=O)(O)[O-].[Na+]. (2) Given the product [CH3:19][O:18][C:16]1[CH:15]=[CH:14][C:9]2[N:10]=[CH:11][C:12](=[O:13])[N:7]([CH2:6][CH:2]=[O:1])[C:8]=2[N:17]=1, predict the reactants needed to synthesize it. The reactants are: [O:1]1CCO[CH:2]1[CH2:6][N:7]1[C:12](=[O:13])[CH:11]=[N:10][C:9]2[CH:14]=[CH:15][C:16]([O:18][CH3:19])=[N:17][C:8]1=2.FC(F)(F)C(O)=O. (3) Given the product [S:25]1[CH:26]=[CH:27][C:23]([C:20]2[CH:21]=[CH:22][C:17]([NH:16][C:15]3[CH:14]=[N:13][CH:12]=[C:11]4[S:28][C:8]([C:6]([OH:7])=[O:5])=[CH:9][C:10]=34)=[CH:18][CH:19]=2)=[CH:24]1, predict the reactants needed to synthesize it. The reactants are: C([O:5][C:6]([C:8]1[S:28][C:11]2=[CH:12][N:13]=[CH:14][C:15]([NH:16][C:17]3[CH:22]=[CH:21][C:20]([C:23]4[CH:27]=[CH:26][S:25][CH:24]=4)=[CH:19][CH:18]=3)=[C:10]2[CH:9]=1)=[O:7])(C)(C)C. (4) Given the product [C:25]([C:24]1[CH:23]=[C:22]([CH:29]=[C:28]([O:30][C:31]([F:32])([F:34])[F:33])[CH:27]=1)[CH2:21][O:1][C:2]1[CH:10]=[CH:9][C:8]2[NH:7][C:6]3[CH:11]([CH2:14][C:15]([O:17][CH2:18][CH3:19])=[O:16])[CH2:12][CH2:13][C:5]=3[C:4]=2[CH:3]=1)#[N:26], predict the reactants needed to synthesize it. The reactants are: [OH:1][C:2]1[CH:10]=[CH:9][C:8]2[NH:7][C:6]3[CH:11]([CH2:14][C:15]([O:17][CH2:18][CH3:19])=[O:16])[CH2:12][CH2:13][C:5]=3[C:4]=2[CH:3]=1.O[CH2:21][C:22]1[CH:23]=[C:24]([CH:27]=[C:28]([O:30][C:31]([F:34])([F:33])[F:32])[CH:29]=1)[C:25]#[N:26].C1(P(C2C=CC=CC=2)C2C=CC=CC=2)C=CC=CC=1.CC(OC(/N=N/C(OC(C)C)=O)=O)C.